Dataset: Catalyst prediction with 721,799 reactions and 888 catalyst types from USPTO. Task: Predict which catalyst facilitates the given reaction. (1) Reactant: C([O:5][C:6]([CH2:8][N:9]1[C:14](=[O:15])[C:13]([NH:16][C:17](=[O:24])C2C=CC=CC=2)=[CH:12][N:11]=[C:10]1[C:25]1[CH:30]=[CH:29][CH:28]=[CH:27][CH:26]=1)=[O:7])(C)(C)C.C[O-].[Na+].[OH-].[Na+].[CH2:36]([O:43]C(Cl)=O)[C:37]1[CH:42]=[CH:41][CH:40]=[CH:39][CH:38]=1. Product: [CH2:36]([O:43][C:17]([NH:16][C:13]1[C:14](=[O:15])[N:9]([CH2:8][C:6]([OH:5])=[O:7])[C:10]([C:25]2[CH:26]=[CH:27][CH:28]=[CH:29][CH:30]=2)=[N:11][CH:12]=1)=[O:24])[C:37]1[CH:42]=[CH:41][CH:40]=[CH:39][CH:38]=1. The catalyst class is: 72. (2) The catalyst class is: 47. Reactant: [CH3:1][N:2]1[C:6]2=[N:7][CH:8]=[N:9][C:10]([OH:11])=[C:5]2[CH:4]=[N:3]1.[I:12]N1C(=O)CCC1=O.F[B-](F)(F)F.[H+].C(=O)(O)[O-].[Na+]. Product: [I:12][C:4]1[C:5]2[C:6](=[N:7][CH:8]=[N:9][C:10]=2[OH:11])[N:2]([CH3:1])[N:3]=1. (3) Reactant: [ClH:1].[CH2:2]([O:4][C:5]1[CH:6]=[C:7]2[C:12](=[C:13]3[CH2:17][C:16]([CH3:19])([CH3:18])[O:15][C:14]=13)[C:11]([C:20]1[CH:29]=[CH:28][C:23]([C:24]([O:26][CH3:27])=[O:25])=[C:22]([OH:30])[CH:21]=1)=[N:10][C:9]([CH3:32])([CH3:31])[CH2:8]2)[CH3:3].CC(C)([O-])C.[K+].[CH2:39](Br)[C:40]1[CH:45]=[CH:44][CH:43]=[CH:42][CH:41]=1. Product: [ClH:1].[CH2:2]([O:4][C:5]1[CH:6]=[C:7]2[C:12](=[C:13]3[CH2:17][C:16]([CH3:19])([CH3:18])[O:15][C:14]=13)[C:11]([C:20]1[CH:29]=[CH:28][C:23]([C:24]([O:26][CH3:27])=[O:25])=[C:22]([O:30][CH2:39][C:40]3[CH:45]=[CH:44][CH:43]=[CH:42][CH:41]=3)[CH:21]=1)=[N:10][C:9]([CH3:31])([CH3:32])[CH2:8]2)[CH3:3]. The catalyst class is: 9. (4) Reactant: [F:1][C:2]1[CH:3]=[C:4]([CH:9]=[CH:10][CH:11]=1)C(NO)=N.[Cl:12][CH2:13][C:14]([OH:16])=O.Cl.C([N:20]=[C:21]=[N:22]CCCN(C)C)C.O.ON1C2C=CC=CC=2N=N1. Product: [Cl:12][CH2:13][CH:14]1[O:16][N:20]=[CH:21][N:22]1[C:4]1[CH:9]=[CH:10][CH:11]=[C:2]([F:1])[CH:3]=1. The catalyst class is: 42. (5) Product: [NH:2]1[C:10]2[C:5](=[CH:6][CH:7]=[CH:8][CH:9]=2)[C:4]2([CH2:15][CH2:14][CH2:13][CH2:18][CH2:17]2)[C:3]1=[O:11]. Reactant: Br[N:2]1[C:10]2[C:5](=[CH:6][CH:7]=[CH:8][CH:9]=2)[CH2:4][C:3]1=[O:11].Cl[C:13]1[CH:14]=[C:15](B(O)O)C=[CH:17][CH:18]=1.C(=O)([O-])[O-].[Na+].[Na+]. The catalyst class is: 6. (6) Reactant: [CH:1]12[CH2:8][CH:5]([CH2:6][CH2:7]1)[C:4](=[O:9])[CH2:3][C:2]2=[O:10].[F:11][C:12]([F:27])([F:26])[C:13]1[CH:14]=[C:15]([N:23]=[C:24]=[O:25])[CH:16]=[C:17]([C:19]([F:22])([F:21])[F:20])[CH:18]=1.[H-].[Na+].Cl. Product: [F:11][C:12]([F:26])([F:27])[C:13]1[CH:14]=[C:15]([NH:23][C:24]([CH:3]2[C:4](=[O:9])[CH:5]3[CH2:8][CH:1]([CH2:7][CH2:6]3)[C:2]2=[O:10])=[O:25])[CH:16]=[C:17]([C:19]([F:22])([F:20])[F:21])[CH:18]=1. The catalyst class is: 35. (7) Reactant: [CH2:1](I)[CH3:2].[Cl:4][C:5]1[CH:6]=[C:7]([N:22]2[CH:26]=[N:25][C:24]([C:27]([N:29]([OH:44])[CH2:30][C:31]3[CH:36]=[CH:35][C:34]([O:37][C:38]4[CH:43]=[CH:42][CH:41]=[CH:40][CH:39]=4)=[CH:33][CH:32]=3)=[O:28])=[N:23]2)[CH:8]=[C:9]([Cl:21])[C:10]=1[O:11]CC1C=CC(OC)=CC=1.C[Si](C)(C)[N-][Si](C)(C)C.[Na+].O. Product: [Cl:4][C:5]1[CH:6]=[C:7]([N:22]2[CH:26]=[N:25][C:24]([C:27]([N:29]([O:44][CH2:1][CH3:2])[CH2:30][C:31]3[CH:32]=[CH:33][C:34]([O:37][C:38]4[CH:39]=[CH:40][CH:41]=[CH:42][CH:43]=4)=[CH:35][CH:36]=3)=[O:28])=[N:23]2)[CH:8]=[C:9]([Cl:21])[C:10]=1[OH:11]. The catalyst class is: 118.